From a dataset of Forward reaction prediction with 1.9M reactions from USPTO patents (1976-2016). Predict the product of the given reaction. (1) Given the reactants [C:1]([O:5][C:6]([N:8]1[C:16]2[C:11](=[CH:12][C:13]([O:17][CH2:18][C:19]3[CH:24]=[CH:23][CH:22]=[CH:21][CH:20]=3)=[CH:14][CH:15]=2)[C:10]([C:25]2[N:26]([C:38]([O:40][C:41]([CH3:44])([CH3:43])[CH3:42])=[O:39])[C:27]3[C:32]([CH:33]=2)=[CH:31][CH:30]=[C:29]([O:34][CH2:35][CH2:36]Br)[CH:28]=3)=[N:9]1)=[O:7])([CH3:4])([CH3:3])[CH3:2].[I-].[K+].[CH2:47]([NH:49][CH2:50][CH3:51])[CH3:48].C(=O)([O-])[O-].[Cs+].[Cs+], predict the reaction product. The product is: [C:1]([O:5][C:6]([N:8]1[C:16]2[C:11](=[CH:12][C:13]([O:17][CH2:18][C:19]3[CH:24]=[CH:23][CH:22]=[CH:21][CH:20]=3)=[CH:14][CH:15]=2)[C:10]([C:25]2[N:26]([C:38]([O:40][C:41]([CH3:44])([CH3:43])[CH3:42])=[O:39])[C:27]3[C:32]([CH:33]=2)=[CH:31][CH:30]=[C:29]([O:34][CH2:35][CH2:36][N:49]([CH2:50][CH3:51])[CH2:47][CH3:48])[CH:28]=3)=[N:9]1)=[O:7])([CH3:4])([CH3:3])[CH3:2]. (2) Given the reactants C(OC(=O)[NH:7][C:8]1[O:9][CH2:10][CH2:11][C@:12]([C:15]2[CH:20]=[C:19]([NH2:21])[CH:18]=[CH:17][C:16]=2[F:22])([CH3:14])[N:13]=1)(C)(C)C.[F:24][C:25]1[S:29][C:28]([C:30](O)=[O:31])=[CH:27][CH:26]=1, predict the reaction product. The product is: [NH2:7][C:8]1[O:9][CH2:10][CH2:11][C@:12]([C:15]2[CH:20]=[C:19]([NH:21][C:30]([C:28]3[S:29][C:25]([F:24])=[CH:26][CH:27]=3)=[O:31])[CH:18]=[CH:17][C:16]=2[F:22])([CH3:14])[N:13]=1. (3) Given the reactants [F:1][C:2]([F:25])([F:24])[C:3]1[CH:23]=[CH:22][C:6]([CH2:7][O:8][N:9]=[C:10]([C:12]2[CH:21]=[CH:20][C:15]([O:16][CH2:17][C:18]#[N:19])=[CH:14][CH:13]=2)[CH3:11])=[CH:5][CH:4]=1.Cl.[OH:27][NH2:28].C(=O)([O-])[O-].[K+].[K+], predict the reaction product. The product is: [OH:27][NH:28][C:18](=[NH:19])[CH2:17][O:16][C:15]1[CH:14]=[CH:13][C:12]([C:10](=[N:9][O:8][CH2:7][C:6]2[CH:22]=[CH:23][C:3]([C:2]([F:24])([F:25])[F:1])=[CH:4][CH:5]=2)[CH3:11])=[CH:21][CH:20]=1. (4) Given the reactants [N:1]1[C:10]2[NH:9][CH2:8][CH2:7][CH2:6][C:5]=2[CH:4]=[CH:3][C:2]=1[CH2:11][CH2:12][CH2:13][CH2:14][C:15](=[O:32])/[CH:16]=[CH:17]/[C:18]1[CH:19]=[N:20][C:21]2[C:26]([CH:27]=1)=[CH:25][CH:24]=[C:23]([C:28]([F:31])([F:30])[F:29])[CH:22]=2.[H-].[H-].[H-].[H-].[Li+].[Al+3].O.[OH-].[Na+], predict the reaction product. The product is: [N:1]1[C:10]2[NH:9][CH2:8][CH2:7][CH2:6][C:5]=2[CH:4]=[CH:3][C:2]=1[CH2:11][CH2:12][CH2:13][CH2:14][CH:15]([OH:32])/[CH:16]=[CH:17]/[C:18]1[CH:19]=[N:20][C:21]2[C:26]([CH:27]=1)=[CH:25][CH:24]=[C:23]([C:28]([F:30])([F:29])[F:31])[CH:22]=2.